Dataset: Full USPTO retrosynthesis dataset with 1.9M reactions from patents (1976-2016). Task: Predict the reactants needed to synthesize the given product. Given the product [OH:17][C:18]1[CH:28]=[CH:27][C:21]2[CH2:22][CH2:23][N:24]([C:9]([O:11][C:12]([CH3:13])([CH3:14])[CH3:15])=[O:10])[CH2:25][CH2:26][C:20]=2[C:19]=1[CH3:29], predict the reactants needed to synthesize it. The reactants are: [C:9](O[C:9]([O:11][C:12]([CH3:15])([CH3:14])[CH3:13])=[O:10])([O:11][C:12]([CH3:15])([CH3:14])[CH3:13])=[O:10].Br.[OH:17][C:18]1[CH:28]=[CH:27][C:21]2[CH2:22][CH2:23][NH:24][CH2:25][CH2:26][C:20]=2[C:19]=1[CH3:29].C(N(CC)CC)C.